From a dataset of M1 muscarinic receptor antagonist screen with 61,756 compounds. Binary Classification. Given a drug SMILES string, predict its activity (active/inactive) in a high-throughput screening assay against a specified biological target. (1) The molecule is O1CCN(c2[nH]c(=O)n(C3CCCCC3)c(=O)c2)CC1. The result is 0 (inactive). (2) The molecule is O(c1c(ccc(c1)C)C)CCNC(OC)=O. The result is 0 (inactive). (3) The molecule is S(=O)(=O)(N1CCC(CC1)C(=O)NCCN1CCC(CC1)Cc1ccccc1)CCC. The result is 1 (active). (4) The drug is s1c(N2CCCCC2)nc2c1cc(C(=O)NCC1OCCC1)cc2. The result is 0 (inactive). (5) The molecule is O(CCN1CCCCC1)c1nc2c(c(c1)C)cccc2. The result is 0 (inactive). (6) The molecule is S(c1n(N)c(nn1)c1cc(OC)ccc1)CC(=O)Nc1cc(OC)c(OC)cc1. The result is 0 (inactive).